The task is: Binary Classification. Given protein and peptide amino acid sequences, predict whether they interact or not.. This data is from Protein-peptide binding for MDM2, ACE2, and 12ca5 with 34 validated binders. (1) The protein target is MDM2 with sequence MCNTNMSVPTDGAVTTSQIPASEQETLVRPKPLLLKLLKSVGAQKDTYTMKEVLFYLGQYIMTKRLYDEKQQHIVYCSNDLLGDLFGVPSFSVKEHRKIYTMIYRNLVVVNQQESSDSGTSVSENRCHLEGGSDQKDLVQELQEEKPSSSHLVSRPSTSSRRRAISETEENSDELSGERQRKRHKSDSISLSFDESLALCVIREICCERSSSSESTGTPSNPDLDAGVSEHSGDWLDQDSVSDQFSVEFEVESLDSEDYSLSEEGQELSDEDDEVYQVTVYQAGESDTDSFEEDPEISLADYWKCTSCNEMNPPLPSHCNRCWALRENWLPEDKGKDKGEISEKAKLENSTQAEEGFDVPDCKKTIVNDSRESCVEENDDKITQASQSQESEDYSQPSTSSSIIYSSQEDVKEFEREETQDKEESVESSLPLNAIEPCVICQGRPKNGCIVHGKTGHLMACFTCAKKLKKRNKPCPVCRQPIQMIVLTYFP. The peptide is ASFAEAWAALSAK. (2) The protein target is MDM2 with sequence MCNTNMSVPTDGAVTTSQIPASEQETLVRPKPLLLKLLKSVGAQKDTYTMKEVLFYLGQYIMTKRLYDEKQQHIVYCSNDLLGDLFGVPSFSVKEHRKIYTMIYRNLVVVNQQESSDSGTSVSENRCHLEGGSDQKDLVQELQEEKPSSSHLVSRPSTSSRRRAISETEENSDELSGERQRKRHKSDSISLSFDESLALCVIREICCERSSSSESTGTPSNPDLDAGVSEHSGDWLDQDSVSDQFSVEFEVESLDSEDYSLSEEGQELSDEDDEVYQVTVYQAGESDTDSFEEDPEISLADYWKCTSCNEMNPPLPSHCNRCWALRENWLPEDKGKDKGEISEKAKLENSTQAEEGFDVPDCKKTIVNDSRESCVEENDDKITQASQSQESEDYSQPSTSSSIIYSSQEDVKEFEREETQDKEESVESSLPLNAIEPCVICQGRPKNGCIVHGKTGHLMACFTCAKKLKKRNKPCPVCRQPIQMIVLTYFP. The peptide is LTHEHYFAQWTSK.